From a dataset of Full USPTO retrosynthesis dataset with 1.9M reactions from patents (1976-2016). Predict the reactants needed to synthesize the given product. (1) Given the product [CH3:26][C:21]1[CH:22]=[N:23][CH:24]=[CH:25][C:20]=1[C:19]([NH:18][C:15]1[CH:14]=[CH:13][C:12]([C:10]2[CH2:11][C@H:6]([C:3](=[O:5])[CH3:2])[CH2:7][CH2:8][C:9]=2[CH3:28])=[CH:17][CH:16]=1)=[O:27], predict the reactants needed to synthesize it. The reactants are: O[CH2:2][C@@:3]([C@@H:6]1[CH2:11][C:10]([C:12]2[CH:17]=[CH:16][C:15]([NH:18][C:19](=[O:27])[C:20]3[CH:25]=[CH:24][N:23]=[CH:22][C:21]=3[CH3:26])=[CH:14][CH:13]=2)=[C:9]([CH3:28])[CH2:8][CH2:7]1)([OH:5])C.I([O-])(=O)(=O)=O.[Na+]. (2) Given the product [F:33][C:32]([F:35])([F:34])[CH2:31][CH2:30][S:27]([O:26][C:23]1[CH:24]=[CH:25][C:20]([C:19]2[N:15]([C:9]3[CH:10]=[CH:11][C:12]([Cl:14])=[CH:13][C:8]=3[Cl:7])[N:16]=[C:17]([C:37]([NH:40][CH:41]3[CH2:46][CH2:45][CH2:44][CH:43]([OH:47])[CH2:42]3)=[O:38])[C:18]=2[CH3:36])=[CH:21][CH:22]=1)(=[O:29])=[O:28], predict the reactants needed to synthesize it. The reactants are: C(Cl)(=O)C(Cl)=O.[Cl:7][C:8]1[CH:13]=[C:12]([Cl:14])[CH:11]=[CH:10][C:9]=1[N:15]1[C:19]([C:20]2[CH:25]=[CH:24][C:23]([O:26][S:27]([CH2:30][CH2:31][C:32]([F:35])([F:34])[F:33])(=[O:29])=[O:28])=[CH:22][CH:21]=2)=[C:18]([CH3:36])[C:17]([C:37](O)=[O:38])=[N:16]1.[NH2:40][CH:41]1[CH2:46][CH2:45][CH2:44][CH:43]([OH:47])[CH2:42]1. (3) Given the product [CH3:74][C:66]([N:68]1[CH2:69][CH2:70][O:71][CH2:72][CH2:73]1)([CH3:67])[C:65]([C:62]1[CH:63]=[CH:64][C:59]([S:10][CH2:11][C:12]([O:14][CH3:15])=[O:13])=[CH:60][CH:61]=1)=[O:75], predict the reactants needed to synthesize it. The reactants are: C(N(CC)C(C)C)(C)C.[SH:10][CH2:11][C:12]([O:14][CH3:15])=[O:13].C1(P(C2C=CC=CC=2)C2C3OC4C(=CC=CC=4P(C4C=CC=CC=4)C4C=CC=CC=4)C(C)(C)C=3C=CC=2)C=CC=CC=1.Br[C:59]1[CH:64]=[CH:63][C:62]([C:65](=[O:75])[C:66]([CH3:74])([N:68]2[CH2:73][CH2:72][O:71][CH2:70][CH2:69]2)[CH3:67])=[CH:61][CH:60]=1. (4) Given the product [F:1][C:2]([F:22])([C:16]1[CH:17]=[CH:18][CH:19]=[CH:20][CH:21]=1)[CH2:3][N:4]1[C:12]2[C:7](=[CH:8][CH:9]=[CH:10][CH:11]=2)[C:6]([C:13]([N:40]2[CH2:41][CH2:42][CH:37]([C:32]3[CH:31]=[C:30]([CH:35]=[CH:34][C:33]=3[F:36])[CH2:29][NH:28][C:26](=[O:27])[C:25]([F:44])([F:43])[F:24])[CH2:38][CH2:39]2)=[O:15])=[CH:5]1, predict the reactants needed to synthesize it. The reactants are: [F:1][C:2]([F:22])([C:16]1[CH:21]=[CH:20][CH:19]=[CH:18][CH:17]=1)[CH2:3][N:4]1[C:12]2[C:7](=[CH:8][CH:9]=[CH:10][CH:11]=2)[C:6]([C:13]([OH:15])=O)=[CH:5]1.Cl.[F:24][C:25]([F:44])([F:43])[C:26]([NH:28][CH2:29][C:30]1[CH:35]=[CH:34][C:33]([F:36])=[C:32]([CH:37]2[CH2:42][CH2:41][NH:40][CH2:39][CH2:38]2)[CH:31]=1)=[O:27].